This data is from Forward reaction prediction with 1.9M reactions from USPTO patents (1976-2016). The task is: Predict the product of the given reaction. (1) Given the reactants Cl[C:2]1[C:3]([NH2:9])=[N:4][CH:5]=[N:6][C:7]=1Cl.[OH:10][CH2:11][C@@H:12]1[O:17][CH2:16][CH2:15][N:14]([C:18]([O:20]C(C)(C)C)=O)[CH2:13]1.CC1(C)C(C)(C)OB([C:33]2[CH:47]=[CH:46][C:36]([O:37][C:38]3[CH:45]=[CH:44][C:41]([C:42]#[N:43])=[CH:40][CH:39]=3)=[CH:35][CH:34]=2)O1.[C:49](Cl)(=O)[CH:50]=C, predict the reaction product. The product is: [C:18]([N:14]1[CH2:15][CH2:16][O:17][C@@H:12]([CH2:11][O:10][C:7]2[C:2]([C:33]3[CH:47]=[CH:46][C:36]([O:37][C:38]4[CH:45]=[CH:44][C:41]([C:42]#[N:43])=[CH:40][CH:39]=4)=[CH:35][CH:34]=3)=[C:3]([NH2:9])[N:4]=[CH:5][N:6]=2)[CH2:13]1)(=[O:20])[CH:49]=[CH2:50]. (2) Given the reactants C([N:8]1[CH2:17][CH2:16][C:15]2[C:14]([NH:18][C:19]3[CH:24]=[CH:23][C:22]([C:25]([CH3:28])([CH3:27])[CH3:26])=[CH:21][CH:20]=3)=[N:13][C:12]([CH3:29])=[N:11][C:10]=2[CH2:9]1)C1C=CC=CC=1, predict the reaction product. The product is: [C:25]([C:22]1[CH:23]=[CH:24][C:19]([NH:18][C:14]2[C:15]3[CH2:16][CH2:17][NH:8][CH2:9][C:10]=3[N:11]=[C:12]([CH3:29])[N:13]=2)=[CH:20][CH:21]=1)([CH3:28])([CH3:26])[CH3:27].